Dataset: Catalyst prediction with 721,799 reactions and 888 catalyst types from USPTO. Task: Predict which catalyst facilitates the given reaction. (1) Reactant: [CH2:1]([O:5][C:6]1[N:15]=[CH:14][CH:13]=[C:12]2[C:7]=1[C:8]1[CH:22]=[C:21]([F:23])[CH:20]=[CH:19][C:9]=1[C:10]([C:16]([CH3:18])=[CH2:17])=[N:11]2)[CH2:2][CH2:3][CH3:4]. Product: [CH2:1]([O:5][C:6]1[N:15]=[CH:14][CH:13]=[C:12]2[C:7]=1[C:8]1[CH:22]=[C:21]([F:23])[CH:20]=[CH:19][C:9]=1[C:10]([CH:16]([CH3:18])[CH3:17])=[N:11]2)[CH2:2][CH2:3][CH3:4]. The catalyst class is: 45. (2) Reactant: [C:1]1([CH2:7][N:8]2[C:16]3[C:11](=[CH:12][C:13]([C:17](OC)=[O:18])=[CH:14][CH:15]=3)[CH:10]=[CH:9]2)[CH:6]=[CH:5][CH:4]=[CH:3][CH:2]=1.[Li]. Product: [C:1]1([CH2:7][N:8]2[C:16]3[C:11](=[CH:12][C:13]([CH2:17][OH:18])=[CH:14][CH:15]=3)[CH:10]=[CH:9]2)[CH:6]=[CH:5][CH:4]=[CH:3][CH:2]=1. The catalyst class is: 165. (3) Reactant: N12CCCN=C1CCCCC2.[F:12][C:13]1[CH:18]=[C:17]([F:19])[CH:16]=[CH:15][C:14]=1[C@:20]12[CH2:29][O:28][C@@H:27]([CH2:30][CH:31]([CH3:33])[CH3:32])[CH2:26][C@H:25]1[CH2:24][S:23][C:22]([NH:34]C(=O)C1C=CC=CC=1)=[N:21]2. Product: [F:12][C:13]1[CH:18]=[C:17]([F:19])[CH:16]=[CH:15][C:14]=1[C@:20]12[CH2:29][O:28][C@@H:27]([CH2:30][CH:31]([CH3:32])[CH3:33])[CH2:26][C@H:25]1[CH2:24][S:23][C:22]([NH2:34])=[N:21]2. The catalyst class is: 5. (4) Reactant: [Li].[Cl:2][C:3]1[CH:8]=[C:7]([Cl:9])[CH:6]=[CH:5][C:4]=1[C@@H:10]1[N:15]=[C:14]([C:16]2[S:17][CH:18]=[CH:19][N:20]=2)[NH:13][C:12]([CH2:21][N:22]2[CH2:27][CH2:26][O:25][CH2:24][C@H:23]2[C:28]([OH:30])=[O:29])=[C:11]1[C:31]([O:33][C@H:34](C)[C:35](OCC)=O)=[O:32]. Product: [Cl:2][C:3]1[CH:8]=[C:7]([Cl:9])[CH:6]=[CH:5][C:4]=1[C@@H:10]1[N:15]=[C:14]([C:16]2[S:17][CH:18]=[CH:19][N:20]=2)[NH:13][C:12]([CH2:21][N:22]2[CH2:27][CH2:26][O:25][CH2:24][C@H:23]2[C:28]([OH:30])=[O:29])=[C:11]1[C:31]([O:33][CH2:34][CH3:35])=[O:32]. The catalyst class is: 8. (5) Reactant: [C:1]([O:5][C@@H:6]([C:12]1[C:13]([CH3:37])=[N:14][C:15]2[N:16]([N:29]=[C:30]([C:32]([O:34]CC)=[O:33])[CH:31]=2)[C:17]=1[C:18]1[CH:27]=[CH:26][C:21]2[O:22][CH2:23][CH2:24][NH:25][C:20]=2[C:19]=1[Cl:28])[C:7]([O:9][CH2:10][CH3:11])=[O:8])([CH3:4])([CH3:3])[CH3:2].[OH-].[Na+]. Product: [C:1]([O:5][C@@H:6]([C:12]1[C:13]([CH3:37])=[N:14][C:15]2[N:16]([N:29]=[C:30]([C:32]([OH:34])=[O:33])[CH:31]=2)[C:17]=1[C:18]1[CH:27]=[CH:26][C:21]2[O:22][CH2:23][CH2:24][NH:25][C:20]=2[C:19]=1[Cl:28])[C:7]([O:9][CH2:10][CH3:11])=[O:8])([CH3:4])([CH3:2])[CH3:3]. The catalyst class is: 14. (6) Reactant: [OH:1][C:2]1[CH:3]=[N:4][C:5]([C:8]2[CH:9]=[C:10]([CH:25]=[CH:26][CH:27]=2)[CH2:11][N:12]2[C:17](=[O:18])[CH:16]=[CH:15][C:14]([C:19]3[CH:20]=[N:21][N:22]([CH3:24])[CH:23]=3)=[N:13]2)=[N:6][CH:7]=1.C1(P(C2C=CC=CC=2)C2C=CC=CC=2)C=CC=CC=1.[CH:47]1(O)[CH2:51][CH2:50][CH:49]([OH:52])[CH2:48]1.N(C(OC(C)(C)C)=O)=NC(OC(C)(C)C)=O. Product: [OH:52][CH:49]1[CH2:50][CH2:51][CH:47]([O:1][C:2]2[CH:3]=[N:4][C:5]([C:8]3[CH:9]=[C:10]([CH:25]=[CH:26][CH:27]=3)[CH2:11][N:12]3[C:17](=[O:18])[CH:16]=[CH:15][C:14]([C:19]4[CH:20]=[N:21][N:22]([CH3:24])[CH:23]=4)=[N:13]3)=[N:6][CH:7]=2)[CH2:48]1. The catalyst class is: 3. (7) Reactant: Cl[C:2]1[N:7]=[C:6]([NH:8][CH2:9][CH2:10][N:11]([CH3:13])[CH3:12])[N:5]=[C:4]2[N:14]([C:19]3[C:24]([F:25])=[CH:23][CH:22]=[CH:21][C:20]=3[F:26])[C:15](=[O:18])[NH:16][CH2:17][C:3]=12.O.C(=O)([O-])[O-].[K+].[K+].CC1(C)C(C)(C)OB([C:42]2[CH:50]=[CH:49][C:45]([C:46]([OH:48])=[O:47])=[CH:44][CH:43]=2)O1. Product: [F:26][C:20]1[CH:21]=[CH:22][CH:23]=[C:24]([F:25])[C:19]=1[N:14]1[C:4]2[N:5]=[C:6]([NH:8][CH2:9][CH2:10][N:11]([CH3:13])[CH3:12])[N:7]=[C:2]([C:42]3[CH:50]=[CH:49][C:45]([C:46]([OH:48])=[O:47])=[CH:44][CH:43]=3)[C:3]=2[CH2:17][NH:16][C:15]1=[O:18]. The catalyst class is: 77. (8) Reactant: [Br:1][CH2:2][CH2:3][NH:4][CH2:5][CH2:6][Br:7].Cl[C:9]([O:11][CH2:12][CH3:13])=[O:10].[OH-].[Na+].Cl. Product: [CH2:12]([O:11][C:9](=[O:10])[N:4]([CH2:5][CH2:6][Br:7])[CH2:3][CH2:2][Br:1])[CH3:13]. The catalyst class is: 6. (9) Reactant: Cl.[N:2]12[CH2:9][CH2:8][C:5]([O:10][C:11]([NH:13][C:14]3[CH:19]=[C:18]([CH2:20][CH2:21][CH2:22][C:23]([OH:25])=O)[CH:17]=[CH:16][C:15]=3[C:26]3[CH:31]=[CH:30][CH:29]=[CH:28][CH:27]=3)=[O:12])([CH2:6][CH2:7]1)[CH2:4][CH2:3]2.[NH2:32][C:33]1[CH:34]=[CH:35][C:36]([C:39]([O:41][CH2:42][CH3:43])=[O:40])=[N:37][CH:38]=1.C(NCCNC(C)C)(C)C.CN(C(ON1N=NC2C=CC=NC1=2)=[N+](C)C)C.F[P-](F)(F)(F)(F)F. Product: [N:2]12[CH2:7][CH2:6][C:5]([O:10][C:11]([NH:13][C:14]3[CH:19]=[C:18]([CH2:20][CH2:21][CH2:22][C:23]([NH:32][C:33]4[CH:34]=[CH:35][C:36]([C:39]([O:41][CH2:42][CH3:43])=[O:40])=[N:37][CH:38]=4)=[O:25])[CH:17]=[CH:16][C:15]=3[C:26]3[CH:31]=[CH:30][CH:29]=[CH:28][CH:27]=3)=[O:12])([CH2:4][CH2:3]1)[CH2:8][CH2:9]2. The catalyst class is: 22. (10) Reactant: [CH2:1]([O:3][C:4](=[O:17])[CH2:5][CH:6]1[O:10][B:9]([OH:11])[C:8]2[CH:12]=[C:13]([OH:16])[CH:14]=[CH:15][C:7]1=2)[CH3:2].Cl.Cl[C:20]1[CH:25]=[CH:24][N:23]=[CH:22][N:21]=1.[H-].[Na+].[NH4+].[Cl-].Cl. Product: [CH2:1]([O:3][C:4](=[O:17])[CH2:5][CH:6]1[O:10][B:9]([OH:11])[C:8]2[CH:12]=[C:13]([O:16][C:20]3[CH:25]=[CH:24][N:23]=[CH:22][N:21]=3)[CH:14]=[CH:15][C:7]1=2)[CH3:2]. The catalyst class is: 3.